This data is from Full USPTO retrosynthesis dataset with 1.9M reactions from patents (1976-2016). The task is: Predict the reactants needed to synthesize the given product. Given the product [F:32][CH:2]([F:1])[C:3]1[N:7]([C:8]2[CH:13]=[C:12]([N:14]3[CH2:15][CH2:16][O:17][CH2:18][CH2:19]3)[N:11]=[C:10]([NH:20][C@H:21]3[CH2:22][CH2:23][C@H:24]([NH:27][CH2:33][CH3:34])[CH2:25][CH2:26]3)[N:9]=2)[C:6]2[CH:28]=[CH:29][CH:30]=[CH:31][C:5]=2[N:4]=1, predict the reactants needed to synthesize it. The reactants are: [F:1][CH:2]([F:32])[C:3]1[N:7]([C:8]2[CH:13]=[C:12]([N:14]3[CH2:19][CH2:18][O:17][CH2:16][CH2:15]3)[N:11]=[C:10]([NH:20][C@H:21]3[CH2:26][CH2:25][C@H:24]([NH2:27])[CH2:23][CH2:22]3)[N:9]=2)[C:6]2[CH:28]=[CH:29][CH:30]=[CH:31][C:5]=2[N:4]=1.[CH:33](=O)[CH3:34].C(O[BH-](OC(=O)C)OC(=O)C)(=O)C.C(=O)C1C=CC=CC=1.